From a dataset of Catalyst prediction with 721,799 reactions and 888 catalyst types from USPTO. Predict which catalyst facilitates the given reaction. (1) Reactant: [F:1][C:2]1[CH:3]=[C:4]([C:25]([O:27]CC)=O)[C:5]2[C:6](=O)[CH:7]([C:18]3[N:19]([CH3:23])[CH:20]=[CH:21][N:22]=3)[CH:8]([C:12]3[CH:17]=[CH:16][CH:15]=[CH:14][CH:13]=3)[NH:9][C:10]=2[CH:11]=1.O.[NH2:31][NH2:32]. Product: [F:1][C:2]1[CH:11]=[C:10]2[NH:9][CH:8]([C:12]3[CH:13]=[CH:14][CH:15]=[CH:16][CH:17]=3)[CH:7]([C:18]3[N:19]([CH3:23])[CH:20]=[CH:21][N:22]=3)[C:6]3=[N:31][NH:32][C:25](=[O:27])[C:4]([CH:3]=1)=[C:5]23. The catalyst class is: 5. (2) Reactant: [C:1]([C:5]1[CH:9]=[C:8]([NH:10][C:11](=[O:36])[NH:12][C:13]2[C:22]3[C:17](=[CH:18][CH:19]=[CH:20][CH:21]=3)[C:16]([O:23][CH2:24][C:25]3[CH:30]=[CH:29][N:28]=[C:27]([NH:31][C:32](=[O:35])[CH2:33]Cl)[CH:26]=3)=[CH:15][CH:14]=2)[N:7]([C:37]2[CH:42]=[CH:41][C:40]([CH3:43])=[CH:39][CH:38]=2)[N:6]=1)([CH3:4])([CH3:3])[CH3:2].CCN(C(C)C)C(C)C.[CH3:53][O:54][CH2:55][CH2:56][N:57]1[CH2:62][CH2:61][NH:60][CH2:59][CH2:58]1. Product: [C:1]([C:5]1[CH:9]=[C:8]([NH:10][C:11](=[O:36])[NH:12][C:13]2[C:22]3[C:17](=[CH:18][CH:19]=[CH:20][CH:21]=3)[C:16]([O:23][CH2:24][C:25]3[CH:30]=[CH:29][N:28]=[C:27]([NH:31][C:32](=[O:35])[CH2:33][N:60]4[CH2:61][CH2:62][N:57]([CH2:56][CH2:55][O:54][CH3:53])[CH2:58][CH2:59]4)[CH:26]=3)=[CH:15][CH:14]=2)[N:7]([C:37]2[CH:42]=[CH:41][C:40]([CH3:43])=[CH:39][CH:38]=2)[N:6]=1)([CH3:4])([CH3:3])[CH3:2]. The catalyst class is: 59.